From a dataset of Catalyst prediction with 721,799 reactions and 888 catalyst types from USPTO. Predict which catalyst facilitates the given reaction. (1) Reactant: [Br:1][C:2]1[C:3]([CH3:13])=[CH:4][CH:5]=[C:6]2[C:11]=1[N:10]=[C:9]([Cl:12])[N:8]=[CH:7]2.C1C(=O)N([Br:21])C(=O)C1. Product: [Br:1][C:2]1[C:3]([CH2:13][Br:21])=[CH:4][CH:5]=[C:6]2[C:11]=1[N:10]=[C:9]([Cl:12])[N:8]=[CH:7]2. The catalyst class is: 53. (2) The catalyst class is: 4. Reactant: [Br:1][C:2]1[S:6][C:5]([CH3:7])=[N:4][C:3]=1[C:8]1[CH:13]=[CH:12][C:11]([O:14]C)=[CH:10][CH:9]=1.B(Br)(Br)Br. Product: [Br:1][C:2]1[S:6][C:5]([CH3:7])=[N:4][C:3]=1[C:8]1[CH:13]=[CH:12][C:11]([OH:14])=[CH:10][CH:9]=1. (3) Reactant: [CH3:1][Mg+].[Br-].[N:4]1[CH:9]=[CH:8][C:7]([C:10](=[O:23])[C:11]#[C:12][Si:13]([CH:20]([CH3:22])[CH3:21])([CH:17]([CH3:19])[CH3:18])[CH:14]([CH3:16])[CH3:15])=[CH:6][CH:5]=1. Product: [N:4]1[CH:9]=[CH:8][C:7]([C:10]([OH:23])([C:11]#[C:12][Si:13]([CH:17]([CH3:19])[CH3:18])([CH:20]([CH3:22])[CH3:21])[CH:14]([CH3:16])[CH3:15])[CH3:1])=[CH:6][CH:5]=1. The catalyst class is: 1. (4) Reactant: C(=O)([O-])[O-].[K+].[K+].C([NH:15][C:16]([NH:18][C:19]1[CH:24]=[C:23]([CH2:25][CH2:26][C:27]2[CH:32]=[CH:31][CH:30]=[CH:29][C:28]=2[O:33][CH3:34])[CH:22]=[CH:21][N:20]=1)=[O:17])(=O)C1C=CC=CC=1.Cl. Product: [CH3:34][O:33][C:28]1[CH:29]=[CH:30][CH:31]=[CH:32][C:27]=1[CH2:26][CH2:25][C:23]1[CH:22]=[CH:21][N:20]=[C:19]([NH:18][C:16]([NH2:15])=[O:17])[CH:24]=1. The catalyst class is: 8. (5) Reactant: [N:1]1([C:7]2[N:15]=[C:14]([C:16]3[CH:17]=[C:18]([CH2:22][OH:23])[CH:19]=[CH:20][CH:21]=3)[N:13]=[C:12]3[C:8]=2[N:9]=[CH:10][N:11]3[CH:24]2[CH2:29][CH2:28][NH:27][CH2:26][CH2:25]2)[CH2:6][CH2:5][O:4][CH2:3][CH2:2]1.[BH3-][C:31]#[N:32].[Na+].N1[CH:39]=[CH:38][CH:37]=[C:36](C=O)[CH:35]=1. Product: [N:1]1([C:7]2[N:15]=[C:14]([C:16]3[CH:17]=[C:18]([CH2:22][OH:23])[CH:19]=[CH:20][CH:21]=3)[N:13]=[C:12]3[C:8]=2[N:9]=[CH:10][N:11]3[CH:24]2[CH2:29][CH2:28][N:27]([CH2:39][C:38]3[CH:37]=[CH:36][CH:35]=[CH:31][N:32]=3)[CH2:26][CH2:25]2)[CH2:6][CH2:5][O:4][CH2:3][CH2:2]1. The catalyst class is: 466. (6) Reactant: [H-].[Na+].[F:3][C:4]1[CH:9]=[CH:8][CH:7]=[C:6]([F:10])[C:5]=1[N:11]1[C:16]2[N:17]=[C:18](S(C)(=O)=O)[N:19]=[C:20]([C:21]3[CH:22]=[C:23]([NH:28][C:29](=[O:38])[C:30]4[CH:35]=[CH:34][C:33]([CH3:36])=[C:32]([F:37])[CH:31]=4)[CH:24]=[CH:25][C:26]=3[CH3:27])[C:15]=2[CH2:14][NH:13][C:12]1=[O:43].[CH2:44]([OH:46])[CH3:45]. Product: [F:3][C:4]1[CH:9]=[CH:8][CH:7]=[C:6]([F:10])[C:5]=1[N:11]1[C:16]2[N:17]=[C:18]([O:46][CH2:44][CH3:45])[N:19]=[C:20]([C:21]3[CH:22]=[C:23]([NH:28][C:29](=[O:38])[C:30]4[CH:35]=[CH:34][C:33]([CH3:36])=[C:32]([F:37])[CH:31]=4)[CH:24]=[CH:25][C:26]=3[CH3:27])[C:15]=2[CH2:14][NH:13][C:12]1=[O:43]. The catalyst class is: 25. (7) Reactant: [CH2:1]([Si:4]([CH3:18])([CH3:17])[C:5]1[CH:10]=[CH:9][C:8]([C:11]#[C:12][Si](C)(C)C)=[CH:7][CH:6]=1)[CH:2]=[CH2:3].[OH-].[K+].Cl. Product: [CH2:1]([Si:4]([C:5]1[CH:10]=[CH:9][C:8]([C:11]#[CH:12])=[CH:7][CH:6]=1)([CH3:18])[CH3:17])[CH:2]=[CH2:3]. The catalyst class is: 5.